This data is from Peptide-MHC class I binding affinity with 185,985 pairs from IEDB/IMGT. The task is: Regression. Given a peptide amino acid sequence and an MHC pseudo amino acid sequence, predict their binding affinity value. This is MHC class I binding data. (1) The peptide sequence is KEKGGLEGL. The MHC is HLA-A02:02 with pseudo-sequence HLA-A02:02. The binding affinity (normalized) is 0.208. (2) The peptide sequence is ADNMITEML. The MHC is HLA-B45:01 with pseudo-sequence YHTKYREISTNTYESNLYWRYNLYTWAVDAYLSY. The binding affinity (normalized) is 0. (3) The peptide sequence is SAEDNYLAKL. The MHC is HLA-A02:03 with pseudo-sequence HLA-A02:03. The binding affinity (normalized) is 0. (4) The peptide sequence is IANSNIIKNK. The MHC is HLA-A68:01 with pseudo-sequence HLA-A68:01. The binding affinity (normalized) is 0.505. (5) The peptide sequence is DETKKQVNLM. The MHC is HLA-B45:01 with pseudo-sequence HLA-B45:01. The binding affinity (normalized) is 0.0381. (6) The peptide sequence is YHKILTAGL. The MHC is HLA-A24:02 with pseudo-sequence HLA-A24:02. The binding affinity (normalized) is 0.176.